The task is: Predict the product of the given reaction.. This data is from Forward reaction prediction with 1.9M reactions from USPTO patents (1976-2016). (1) Given the reactants [F:1][C:2]([F:7])([F:6])[C:3]([OH:5])=[O:4].[CH:8]([NH:11][C@@H:12]1[CH2:17][CH2:16][C@H:15]([N:18]2[CH2:22][CH2:21][CH:20]([C:23]3[NH:27][C:26]4[C:28]([C:32]([F:35])([F:34])[F:33])=[CH:29][CH:30]=[CH:31][C:25]=4[N:24]=3)[C:19]2=[O:36])[C@H:14]([CH2:37][S:38]([C:41]2[CH:46]=[CH:45][CH:44]=[CH:43][CH:42]=2)(=[O:40])=[O:39])[CH2:13]1)([CH3:10])[CH3:9].C=O.[C:49]([BH3-])#N.[Na+].C([O-])(O)=O.[Na+], predict the reaction product. The product is: [F:1][C:2]([F:7])([F:6])[C:3]([OH:5])=[O:4].[CH:8]([N:11]([CH3:49])[C@@H:12]1[CH2:17][CH2:16][C@H:15]([N:18]2[CH2:22][CH2:21][CH:20]([C:23]3[NH:27][C:26]4[C:28]([C:32]([F:35])([F:33])[F:34])=[CH:29][CH:30]=[CH:31][C:25]=4[N:24]=3)[C:19]2=[O:36])[C@H:14]([CH2:37][S:38]([C:41]2[CH:46]=[CH:45][CH:44]=[CH:43][CH:42]=2)(=[O:39])=[O:40])[CH2:13]1)([CH3:10])[CH3:9]. (2) Given the reactants [C:1]([O:5][C:6]([N:8]1[CH2:12][CH:11]([O:13][C:14]2[CH:19]=[CH:18][C:17]([F:20])=[CH:16][C:15]=2[F:21])[CH2:10][CH:9]1[C:22](O)=[O:23])=[O:7])([CH3:4])([CH3:3])[CH3:2].CSC, predict the reaction product. The product is: [C:1]([O:5][C:6]([N:8]1[CH2:12][CH:11]([O:13][C:14]2[CH:19]=[CH:18][C:17]([F:20])=[CH:16][C:15]=2[F:21])[CH2:10][CH:9]1[CH2:22][OH:23])=[O:7])([CH3:4])([CH3:3])[CH3:2]. (3) Given the reactants [CH3:1]C(C)([O-])C.[K+].CI.C1(P(C2C=CC=CC=2)C2C=CC=CC=2)C=CC=CC=1.O=[C:29]1[CH2:34][CH2:33][CH:32]([C:35]([O:37][CH2:38][CH3:39])=[O:36])[CH2:31][CH2:30]1, predict the reaction product. The product is: [CH2:38]([O:37][C:35]([CH:32]1[CH2:33][CH2:34][C:29](=[CH2:1])[CH2:30][CH2:31]1)=[O:36])[CH3:39].